This data is from Full USPTO retrosynthesis dataset with 1.9M reactions from patents (1976-2016). The task is: Predict the reactants needed to synthesize the given product. Given the product [CH3:9][O:10][C:11]1[CH:12]=[C:13]([CH:15]=[CH:16][CH:17]=1)[N:14]=[CH:7][C:5]1[CH:4]=[N:3][CH:2]=[N:1][CH:6]=1, predict the reactants needed to synthesize it. The reactants are: [N:1]1[CH:6]=[C:5]([CH:7]=O)[CH:4]=[N:3][CH:2]=1.[CH3:9][O:10][C:11]1[CH:12]=[C:13]([CH:15]=[CH:16][CH:17]=1)[NH2:14].